From a dataset of Forward reaction prediction with 1.9M reactions from USPTO patents (1976-2016). Predict the product of the given reaction. (1) Given the reactants [F:1][C:2]([F:35])([F:34])[C:3]1[CH:4]=[C:5]([C@@H:13]2[O:17][C:16](=[O:18])[N:15]([CH2:19][C:20]3[C:25]([NH:26][CH:27]4[CH2:32][CH2:31][CH2:30][CH2:29][CH2:28]4)=[N:24][CH:23]=[CH:22][N:21]=3)[C@H:14]2[CH3:33])[CH:6]=[C:7]([C:9]([F:12])([F:11])[F:10])[CH:8]=1.[Br:36]N1C(=O)CCC1=O, predict the reaction product. The product is: [F:12][C:9]([F:10])([F:11])[C:7]1[CH:6]=[C:5]([C@@H:13]2[O:17][C:16](=[O:18])[N:15]([CH2:19][C:20]3[C:25]([NH:26][CH:27]4[CH2:28][CH2:29][CH2:30][CH2:31][CH2:32]4)=[N:24][CH:23]=[C:22]([Br:36])[N:21]=3)[C@H:14]2[CH3:33])[CH:4]=[C:3]([C:2]([F:1])([F:34])[F:35])[CH:8]=1. (2) Given the reactants [O:1]([C:8]1[CH:13]=[CH:12][CH:11]=[CH:10][C:9]=1[NH:14][S:15]([C:18]1[CH:30]=[CH:29][C:21]([C:22]([NH:24][CH2:25][C:26](O)=[O:27])=[O:23])=[CH:20][CH:19]=1)(=[O:17])=[O:16])[C:2]1[CH:7]=[CH:6][CH:5]=[CH:4][CH:3]=1.[CH2:31]([N:33]([CH2:38][CH3:39])[CH2:34][CH2:35][CH2:36][NH2:37])[CH3:32], predict the reaction product. The product is: [CH2:31]([N:33]([CH2:38][CH3:39])[CH2:34][CH2:35][CH2:36][NH:37][C:26]([CH2:25][NH:24][C:22](=[O:23])[C:21]1[CH:20]=[CH:19][C:18]([S:15](=[O:16])(=[O:17])[NH:14][C:9]2[CH:10]=[CH:11][CH:12]=[CH:13][C:8]=2[O:1][C:2]2[CH:3]=[CH:4][CH:5]=[CH:6][CH:7]=2)=[CH:30][CH:29]=1)=[O:27])[CH3:32]. (3) Given the reactants [CH2:1]([O:11][C:12]1[CH:17]=[C:16]([C:18]2[CH:23]=[CH:22][CH:21]=[CH:20][CH:19]=2)[C:15]([O:24]COCCOC)=[C:14]([C:31]2[CH:36]=[CH:35][CH:34]=[CH:33][CH:32]=2)[CH:13]=1)[CH2:2][CH2:3][CH2:4][CH2:5][CH2:6][CH2:7][CH2:8][CH2:9][CH3:10], predict the reaction product. The product is: [C:31]1([C:14]2[CH:13]=[C:12]([O:11][CH2:1][CH2:2][CH2:3][CH2:4][CH2:5][CH2:6][CH2:7][CH2:8][CH2:9][CH3:10])[CH:17]=[C:16]([C:18]3[CH:19]=[CH:20][CH:21]=[CH:22][CH:23]=3)[C:15]=2[OH:24])[CH:32]=[CH:33][CH:34]=[CH:35][CH:36]=1. (4) Given the reactants [C:1]([N:4]1[CH2:9][CH2:8][CH:7]([CH2:10][C:11]([NH:13][C:14]2[C:19]([CH3:20])=[CH:18][C:17](Br)=[CH:16][N:15]=2)=[O:12])[CH2:6][CH2:5]1)(=[O:3])[CH3:2].[F:22][C:23]1[CH:24]=[C:25](B(O)O)[CH:26]=[C:27]([F:29])[CH:28]=1, predict the reaction product. The product is: [C:1]([N:4]1[CH2:9][CH2:8][CH:7]([CH2:10][C:11]([NH:13][C:14]2[C:19]([CH3:20])=[CH:18][C:17]([C:25]3[CH:24]=[C:23]([F:22])[CH:28]=[C:27]([F:29])[CH:26]=3)=[CH:16][N:15]=2)=[O:12])[CH2:6][CH2:5]1)(=[O:3])[CH3:2]. (5) Given the reactants [C:1]([OH:5])(=O)[CH2:2][OH:3].OC1C2N=NNC=2C=CC=1.Cl.Cl.[Cl:18][C:19]1[CH:24]=[C:23]([Cl:25])[CH:22]=[CH:21][C:20]=1[N:26]1[CH2:31][CH2:30][NH:29][CH2:28][CH2:27]1.C(N(CC)CC)C, predict the reaction product. The product is: [Cl:18][C:19]1[CH:24]=[C:23]([Cl:25])[CH:22]=[CH:21][C:20]=1[N:26]1[CH2:27][CH2:28][N:29]([C:1](=[O:5])[CH2:2][OH:3])[CH2:30][CH2:31]1. (6) Given the reactants [CH3:1][C:2]1[C:3]([N+:12]([O-])=O)=[C:4]([CH:6]=[CH:7][C:8]=1[N+:9]([O-:11])=[O:10])[NH2:5].O.O.O.O.O.O.O.O.O.[S-2].[Na+].[Na+], predict the reaction product. The product is: [NH2:12][C:3]1[C:4]([NH2:5])=[CH:6][CH:7]=[C:8]([N+:9]([O-:11])=[O:10])[C:2]=1[CH3:1]. (7) Given the reactants S(Cl)([Cl:3])=O.[CH3:5][C@H:6]1[CH2:11][CH2:10][C@H:9]([NH:12]C(C2C=NC3C(C=2Cl)=CC=CC=3C(F)(F)F)=O)[CH2:8][CH2:7]1, predict the reaction product. The product is: [ClH:3].[CH3:5][C@H:6]1[CH2:11][CH2:10][C@H:9]([NH2:12])[CH2:8][CH2:7]1. (8) Given the reactants CC1OC(CC2CCC(C3SC(C4C=CC(N)=CC=4)=CN=3)CC2)=NN=1.[N+:26]([C:29]1[CH:34]=[CH:33][C:32]([C:35]2[S:39][C:38]([CH:40]3[CH2:45][CH2:44][N:43]([C:46]([O:48][C:49]([CH3:52])([CH3:51])[CH3:50])=[O:47])[CH2:42][CH2:41]3)=[N:37][CH:36]=2)=[CH:31][CH:30]=1)([O-])=O, predict the reaction product. The product is: [NH2:26][C:29]1[CH:30]=[CH:31][C:32]([C:35]2[S:39][C:38]([CH:40]3[CH2:41][CH2:42][N:43]([C:46]([O:48][C:49]([CH3:52])([CH3:51])[CH3:50])=[O:47])[CH2:44][CH2:45]3)=[N:37][CH:36]=2)=[CH:33][CH:34]=1. (9) The product is: [CH2:27]([O:26][P:24]([CH2:23][P:18]([O:17][CH2:15][CH3:16])([O:19][CH2:20][CH3:21])=[O:22])([C:2]1[CH:3]=[C:4]2[C:9](=[CH:10][CH:11]=1)[O:8][C:7](=[O:12])[CH2:6][C:5]2([CH3:14])[CH3:13])=[O:25])[CH3:28]. Given the reactants Br[C:2]1[CH:3]=[C:4]2[C:9](=[CH:10][CH:11]=1)[O:8][C:7](=[O:12])[CH2:6][C:5]2([CH3:14])[CH3:13].[CH2:15]([O:17][P:18]([CH2:23][PH:24]([O:26][CH2:27][CH3:28])=[O:25])(=[O:22])[O:19][CH2:20][CH3:21])[CH3:16].C(N(CC)CC)C, predict the reaction product. (10) The product is: [F:10][C:9]1[C:8]([O:11][CH3:12])=[CH:7][C:6]([O:13][CH3:14])=[C:5]([F:15])[C:4]=1[C:3]([OH:16])=[O:2]. Given the reactants C[O:2][C:3](=[O:16])[C:4]1[C:9]([F:10])=[C:8]([O:11][CH3:12])[CH:7]=[C:6]([O:13][CH3:14])[C:5]=1[F:15].[OH-].[Na+], predict the reaction product.